Dataset: Catalyst prediction with 721,799 reactions and 888 catalyst types from USPTO. Task: Predict which catalyst facilitates the given reaction. (1) Reactant: Cl.CN(C)CCCN=C=NCC.O.ON1C2C=CC=CC=2N=N1.[Cl:24][C:25]1[CH:26]=[C:27]2[C:31](=[CH:32][CH:33]=1)[N:30]([CH2:34][C:35]1[CH:40]=[CH:39][CH:38]=[C:37]([CH3:41])[CH:36]=1)[C:29]([C:42](O)=[O:43])=[CH:28]2.[NH2:45][CH2:46][C:47]([CH3:51])([CH3:50])[CH2:48][OH:49]. Product: [OH:49][CH2:48][C:47]([CH3:51])([CH3:50])[CH2:46][NH:45][C:42]([C:29]1[N:30]([CH2:34][C:35]2[CH:40]=[CH:39][CH:38]=[C:37]([CH3:41])[CH:36]=2)[C:31]2[C:27]([CH:28]=1)=[CH:26][C:25]([Cl:24])=[CH:33][CH:32]=2)=[O:43]. The catalyst class is: 34. (2) Reactant: [N:1]1([CH2:6][C:7]([N:9]2[CH2:13][C@H:12]([C:14]#[N:15])[CH2:11][C@H:10]2[C:16]([NH:18][C:19]2[CH:24]=[CH:23][C:22]([O:25][C:26]3[CH:31]=[CH:30][C:29]([F:32])=[CH:28][CH:27]=3)=[CH:21][CH:20]=2)=[O:17])=[O:8])[CH:5]=[N:4][CH:3]=[N:2]1.[ClH:33]. Product: [ClH:33].[N:1]1([CH2:6][C:7]([N:9]2[CH2:13][C@H:12]([CH2:14][NH2:15])[CH2:11][C@H:10]2[C:16]([NH:18][C:19]2[CH:24]=[CH:23][C:22]([O:25][C:26]3[CH:27]=[CH:28][C:29]([F:32])=[CH:30][CH:31]=3)=[CH:21][CH:20]=2)=[O:17])=[O:8])[CH:5]=[N:4][CH:3]=[N:2]1. The catalyst class is: 43. (3) Product: [CH2:18]([N:6]([CH2:18][C:19]1[CH:24]=[CH:23][CH:22]=[CH:21][CH:20]=1)[C:5]1[CH:7]=[C:8]([F:9])[C:2]([Br:1])=[CH:3][C:4]=1[F:10])[C:19]1[CH:24]=[CH:23][CH:22]=[CH:21][CH:20]=1. Reactant: [Br:1][C:2]1[C:8]([F:9])=[CH:7][C:5]([NH2:6])=[C:4]([F:10])[CH:3]=1.C(=O)([O-])[O-].[K+].[K+].Br[CH2:18][C:19]1[CH:24]=[CH:23][CH:22]=[CH:21][CH:20]=1. The catalyst class is: 10.